From a dataset of NCI-60 drug combinations with 297,098 pairs across 59 cell lines. Regression. Given two drug SMILES strings and cell line genomic features, predict the synergy score measuring deviation from expected non-interaction effect. (1) Drug 1: CC1=CC=C(C=C1)C2=CC(=NN2C3=CC=C(C=C3)S(=O)(=O)N)C(F)(F)F. Drug 2: CCCCCOC(=O)NC1=NC(=O)N(C=C1F)C2C(C(C(O2)C)O)O. Cell line: NCI-H226. Synergy scores: CSS=2.44, Synergy_ZIP=-0.684, Synergy_Bliss=0.884, Synergy_Loewe=-1.62, Synergy_HSA=-1.26. (2) Drug 1: CNC(=O)C1=CC=CC=C1SC2=CC3=C(C=C2)C(=NN3)C=CC4=CC=CC=N4. Drug 2: C1=CC(=CC=C1C#N)C(C2=CC=C(C=C2)C#N)N3C=NC=N3. Cell line: HCT116. Synergy scores: CSS=9.98, Synergy_ZIP=-3.12, Synergy_Bliss=-5.39, Synergy_Loewe=-9.64, Synergy_HSA=-5.70. (3) Synergy scores: CSS=5.77, Synergy_ZIP=-3.13, Synergy_Bliss=-2.43, Synergy_Loewe=-1.14, Synergy_HSA=-1.44. Drug 2: COC1=C2C(=CC3=C1OC=C3)C=CC(=O)O2. Cell line: ACHN. Drug 1: C(=O)(N)NO. (4) Drug 1: CN1CCC(CC1)COC2=C(C=C3C(=C2)N=CN=C3NC4=C(C=C(C=C4)Br)F)OC. Drug 2: N.N.Cl[Pt+2]Cl. Cell line: IGROV1. Synergy scores: CSS=61.4, Synergy_ZIP=9.90, Synergy_Bliss=8.99, Synergy_Loewe=-16.0, Synergy_HSA=9.62.